Dataset: Full USPTO retrosynthesis dataset with 1.9M reactions from patents (1976-2016). Task: Predict the reactants needed to synthesize the given product. (1) Given the product [CH3:12][N:9]1[CH:10]=[CH:11][C:6]([C:4]([OH:3])=[O:5])=[CH:7][C:8]1=[O:13], predict the reactants needed to synthesize it. The reactants are: [I-].C[O:3][C:4]([C:6]1[CH:11]=[CH:10][N+:9]([CH3:12])=[CH:8][CH:7]=1)=[O:5].[OH-:13].[Na+]. (2) Given the product [CH2:9]([O:8][C:6]([C:5]1[S:15][C:13]([CH3:14])=[N:16][C:3]=1[CH:2]([CH3:12])[CH3:11])=[O:7])[CH3:10], predict the reactants needed to synthesize it. The reactants are: Cl[C:2]([CH3:12])([CH3:11])[C:3]([CH2:5][C:6]([O:8][CH2:9][CH3:10])=[O:7])=O.[C:13]([NH2:16])(=[S:15])[CH3:14]. (3) Given the product [C:44]([N:33]1[CH2:34][CH2:35][CH:30]([C:27]2[CH:26]=[CH:25][C:24]([NH:23][C:21]([NH:20][C:15]3[CH:16]=[CH:17][CH:18]=[CH:19][C:14]=3[O:13][C:12]3[N:8]([C:3]4[CH:4]=[CH:5][CH:6]=[CH:7][C:2]=4[Cl:1])[N:9]=[C:10]([CH3:36])[CH:11]=3)=[O:22])=[CH:29][CH:28]=2)[CH2:31][CH2:32]1)(=[O:46])[CH3:45], predict the reactants needed to synthesize it. The reactants are: [Cl:1][C:2]1[CH:7]=[CH:6][CH:5]=[CH:4][C:3]=1[N:8]1[C:12]([O:13][C:14]2[CH:19]=[CH:18][CH:17]=[CH:16][C:15]=2[NH:20][C:21]([NH:23][C:24]2[CH:29]=[CH:28][C:27]([CH:30]3[CH2:35][CH2:34][NH:33][CH2:32][CH2:31]3)=[CH:26][CH:25]=2)=[O:22])=[CH:11][C:10]([CH3:36])=[N:9]1.C(N(CC)CC)C.[C:44](OC(=O)C)(=[O:46])[CH3:45]. (4) The reactants are: [S:1]1[CH:5]=[CH:4][C:3]([CH2:6][O:7][CH2:8][C:9]2[O:13][N:12]=[C:11]([C:14]([OH:16])=O)[CH:10]=2)=[CH:2]1.C(N(CC)CC)C.Cl.C(N=C=NCCCN(C)C)C.ON1C2C=CC=CC=2N=N1.[O:46]1[CH2:50][CH2:49][CH:48]([CH2:51][NH2:52])[CH2:47]1. Given the product [O:46]1[CH2:50][CH2:49][CH:48]([CH2:51][NH:52][C:14]([C:11]2[CH:10]=[C:9]([CH2:8][O:7][CH2:6][C:3]3[CH:4]=[CH:5][S:1][CH:2]=3)[O:13][N:12]=2)=[O:16])[CH2:47]1, predict the reactants needed to synthesize it. (5) Given the product [Br:1][C:2]1[C:3]2[C:8](=[CH:7][C:6]([C:13]3[O:14][C:15]4[CH:27]=[CH:26][CH:25]=[CH:24][C:16]=4[C:17]=3[C:18](=[O:23])[CH2:19][CH2:20][CH2:21][CH3:22])=[CH:5][CH:4]=2)[CH:9]=[CH:10][C:11]=1[O:12][CH:29]([CH2:35][C:36]1[CH:37]=[CH:38][CH:39]=[CH:40][CH:41]=1)[C:30]([O:32][CH2:33][CH3:34])=[O:31], predict the reactants needed to synthesize it. The reactants are: [Br:1][C:2]1[C:11]([OH:12])=[CH:10][CH:9]=[C:8]2[C:3]=1[CH:4]=[CH:5][C:6]([C:13]1[O:14][C:15]3[CH:27]=[CH:26][CH:25]=[CH:24][C:16]=3[C:17]=1[C:18](=[O:23])[CH2:19][CH2:20][CH2:21][CH3:22])=[CH:7]2.O[CH:29]([CH2:35][C:36]1[CH:41]=[CH:40][CH:39]=[CH:38][CH:37]=1)[C:30]([O:32][CH2:33][CH3:34])=[O:31].C1(P(C2C=CC=CC=2)C2C=CC=CC=2)C=CC=CC=1.CC(OC(/N=N/C(OC(C)C)=O)=O)C. (6) Given the product [CH3:43][O:42][C:40](=[O:41])[CH2:39][O:23][C:20]1[CH:21]=[CH:22][C:17]([C:13]2[CH:12]=[C:11]3[C:16](=[CH:15][CH:14]=2)[N:8]([CH2:1][C:2]2[CH:3]=[CH:4][CH:5]=[CH:6][CH:7]=2)[C:9]([CH3:31])=[C:10]3[CH2:24][C:25]2[CH:30]=[CH:29][CH:28]=[CH:27][CH:26]=2)=[CH:18][CH:19]=1, predict the reactants needed to synthesize it. The reactants are: [CH2:1]([N:8]1[C:16]2[C:11](=[CH:12][C:13]([C:17]3[CH:22]=[CH:21][C:20]([OH:23])=[CH:19][CH:18]=3)=[CH:14][CH:15]=2)[C:10]([CH2:24][C:25]2[CH:30]=[CH:29][CH:28]=[CH:27][CH:26]=2)=[C:9]1[CH3:31])[C:2]1[CH:7]=[CH:6][CH:5]=[CH:4][CH:3]=1.C([O-])([O-])=O.[K+].[K+].Br[CH2:39][C:40]([O:42][CH3:43])=[O:41].